From a dataset of Full USPTO retrosynthesis dataset with 1.9M reactions from patents (1976-2016). Predict the reactants needed to synthesize the given product. (1) Given the product [CH3:1][O:2][C:3]1[CH:4]=[C:5]([CH:21]=[CH:22][C:23]=1[O:24][CH3:25])[CH2:6][C@H:7]1[C:16]2[C:11](=[CH:12][C:13]([O:19][CH3:20])=[C:14]([O:17][CH3:18])[CH:15]=2)[CH2:10][CH2:9][N:8]1[CH2:27][C:28]([NH:31][C@H:32]1[C:40]2[C:35](=[CH:36][CH:37]=[CH:38][CH:39]=2)[CH2:34][CH2:33]1)=[O:29], predict the reactants needed to synthesize it. The reactants are: [CH3:1][O:2][C:3]1[CH:4]=[C:5]([CH:21]=[CH:22][C:23]=1[O:24][CH3:25])[CH2:6][C@H:7]1[C:16]2[C:11](=[CH:12][C:13]([O:19][CH3:20])=[C:14]([O:17][CH3:18])[CH:15]=2)[CH2:10][CH2:9][NH:8]1.Br[CH2:27][C:28](Br)=[O:29].[NH2:31][C@H:32]1[C:40]2[C:35](=[CH:36][CH:37]=[CH:38][CH:39]=2)[CH2:34][CH2:33]1. (2) Given the product [OH:36][CH:34]1[CH2:35][N:32]([C:29]2[N:28]=[CH:27][C:26]([NH:25][C:20]([C:9]3[N:10]([CH2:12][C:13]4[CH:18]=[CH:17][CH:16]=[C:15]([F:19])[CH:14]=4)[C:11]4[C:7]([CH:8]=3)=[CH:6][CH:5]=[CH:4][C:3]=4[Si:2]([CH3:1])([CH3:23])[CH3:24])=[O:21])=[CH:31][CH:30]=2)[CH2:33]1, predict the reactants needed to synthesize it. The reactants are: [CH3:1][Si:2]([CH3:24])([CH3:23])[C:3]1[CH:4]=[CH:5][CH:6]=[C:7]2[C:11]=1[N:10]([CH2:12][C:13]1[CH:18]=[CH:17][CH:16]=[C:15]([F:19])[CH:14]=1)[C:9]([C:20](O)=[O:21])=[CH:8]2.[NH2:25][C:26]1[CH:27]=[N:28][C:29]([N:32]2[CH2:35][CH:34]([OH:36])[CH2:33]2)=[CH:30][CH:31]=1.Cl.CN(C)CCCN=C=NCC.ON1C2C=CC=CC=2N=N1. (3) Given the product [Cl:23][C:24]1[CH:25]=[C:26]([CH:29]=[CH:30][C:31]=1[O:32][CH3:33])[CH2:27][NH:28][C:2]1[C:3]2[N:18]([CH3:19])[N:17]=[C:16]([CH2:20][CH2:21][CH3:22])[C:4]=2[N:5]=[C:6]([CH2:8][O:9][CH2:10][C:11]([O:13][CH2:14][CH3:15])=[O:12])[N:7]=1, predict the reactants needed to synthesize it. The reactants are: Cl[C:2]1[C:3]2[N:18]([CH3:19])[N:17]=[C:16]([CH2:20][CH2:21][CH3:22])[C:4]=2[N:5]=[C:6]([CH2:8][O:9][CH2:10][C:11]([O:13][CH2:14][CH3:15])=[O:12])[N:7]=1.[Cl:23][C:24]1[CH:25]=[C:26]([CH:29]=[CH:30][C:31]=1[O:32][CH3:33])[CH2:27][NH2:28].C(=O)([O-])[O-].[K+].[K+]. (4) Given the product [Cl:49][C:44]1[C:43]2[C:47](=[CH:48][C:40]([NH:39][C:37](=[O:38])[C@@H:19]([NH:18][C:16]([C@H:13]3[CH2:14][CH2:15][C@H:10]([CH2:9][NH:8][C:6](=[O:7])[O:5][C:1]([CH3:4])([CH3:2])[CH3:3])[CH2:11][CH2:12]3)=[O:17])[CH2:20][C:21]3[CH:26]=[CH:25][C:24]([C:27]4[CH:32]=[CH:31][C:30]([C:33](=[O:35])[NH:59][CH:56]5[CH2:55][CH2:54][CH:53]([N:52]([CH2:60][CH3:61])[CH2:50][CH3:51])[CH2:58][CH2:57]5)=[CH:29][C:28]=4[CH3:36])=[CH:23][CH:22]=3)=[CH:41][CH:42]=2)[NH:46][N:45]=1, predict the reactants needed to synthesize it. The reactants are: [C:1]([O:5][C:6]([NH:8][CH2:9][C@H:10]1[CH2:15][CH2:14][C@H:13]([C:16]([NH:18][C@H:19]([C:37]([NH:39][C:40]2[CH:48]=[C:47]3[C:43]([C:44]([Cl:49])=[N:45][NH:46]3)=[CH:42][CH:41]=2)=[O:38])[CH2:20][C:21]2[CH:26]=[CH:25][C:24]([C:27]3[CH:32]=[CH:31][C:30]([C:33]([OH:35])=O)=[CH:29][C:28]=3[CH3:36])=[CH:23][CH:22]=2)=[O:17])[CH2:12][CH2:11]1)=[O:7])([CH3:4])([CH3:3])[CH3:2].[CH2:50]([N:52]([CH2:60][CH3:61])[CH:53]1[CH2:58][CH2:57][CH:56]([NH2:59])[CH2:55][CH2:54]1)[CH3:51].C(N(CC)C(C)C)(C)C.F[P-](F)(F)(F)(F)F.CN(C(ON1C2=NC=CC=C2N=N1)=[N+](C)C)C. (5) Given the product [CH2:17]([N:14]1[CH2:13][CH2:12][CH:11]([N:10]2[CH2:9][C:3]3[C:2](=[CH:7][CH:6]=[C:5]([OH:8])[CH:4]=3)[NH:1][C:24]2=[O:25])[CH2:16][CH2:15]1)[C:18]1[CH:19]=[CH:20][CH:21]=[CH:22][CH:23]=1, predict the reactants needed to synthesize it. The reactants are: [NH2:1][C:2]1[CH:7]=[CH:6][C:5]([OH:8])=[CH:4][C:3]=1[CH2:9][NH:10][CH:11]1[CH2:16][CH2:15][N:14]([CH2:17][C:18]2[CH:23]=[CH:22][CH:21]=[CH:20][CH:19]=2)[CH2:13][CH2:12]1.[C:24](C1NC=CN=1)(C1NC=CN=1)=[O:25]. (6) Given the product [Br:17][C:18]1[N:23]([CH3:24])[C:22](=[O:25])[C:21]([NH:2][C@H:3]([C:5]2[C:6](=[O:16])[NH:7][C:8]3[C:13]([CH:14]=2)=[CH:12][C:11]([Cl:15])=[CH:10][CH:9]=3)[CH3:4])=[N:20][CH:19]=1, predict the reactants needed to synthesize it. The reactants are: Cl.[NH2:2][C@H:3]([C:5]1[C:6](=[O:16])[NH:7][C:8]2[C:13]([CH:14]=1)=[CH:12][C:11]([Cl:15])=[CH:10][CH:9]=2)[CH3:4].[Br:17][C:18]1[N:23]([CH3:24])[C:22](=[O:25])[C:21](Cl)=[N:20][CH:19]=1.CCN(C(C)C)C(C)C.O. (7) Given the product [NH2:21][CH2:20][C@H:16]1[C@@H:17]([OH:19])[CH2:18][N:14]([CH2:13][CH2:12][N:9]2[C:10]3[C:5](=[CH:4][CH:3]=[C:2]([F:1])[CH:11]=3)[CH:6]=[CH:7][C:8]2=[O:32])[CH2:15]1, predict the reactants needed to synthesize it. The reactants are: [F:1][C:2]1[CH:11]=[C:10]2[C:5]([CH:6]=[CH:7][C:8](=[O:32])[N:9]2[CH2:12][CH2:13][N:14]2[CH2:18][C@H:17]([OH:19])[C@H:16]([CH2:20][NH:21]C(=O)OCC3C=CC=CC=3)[CH2:15]2)=[CH:4][CH:3]=1. (8) Given the product [CH3:18][C:17]1[CH:16]=[CH:15][N:14]=[CH:13][C:12]=1[N:7]1[CH2:8][CH2:9][C:4]2[CH:3]=[CH:2][S:1][C:5]=2[C:6]1=[O:10], predict the reactants needed to synthesize it. The reactants are: [S:1]1[C:5]2[C:6](=[O:10])[NH:7][CH2:8][CH2:9][C:4]=2[CH:3]=[CH:2]1.I[C:12]1[CH:13]=[N:14][CH:15]=[CH:16][C:17]=1[CH3:18].P([O-])([O-])([O-])=O.[K+].[K+].[K+]. (9) The reactants are: [Cl:1][C:2]1[CH:40]=[CH:39][C:5]([O:6][C:7]2[CH:12]=[CH:11][C:10]([N:13]3[CH:17]([C:18]4[CH:23]=[CH:22][CH:21]=[C:20]([O:24]CC5C=CC=CC=5)[CH:19]=4)[CH2:16][N:15]([CH2:32][CH2:33][S:34]([CH3:37])(=[O:36])=[O:35])[C:14]3=[O:38])=[CH:9][CH:8]=2)=[CH:4][CH:3]=1. Given the product [Cl:1][C:2]1[CH:3]=[CH:4][C:5]([O:6][C:7]2[CH:8]=[CH:9][C:10]([N:13]3[CH:17]([C:18]4[CH:23]=[CH:22][CH:21]=[C:20]([OH:24])[CH:19]=4)[CH2:16][N:15]([CH2:32][CH2:33][S:34]([CH3:37])(=[O:35])=[O:36])[C:14]3=[O:38])=[CH:11][CH:12]=2)=[CH:39][CH:40]=1, predict the reactants needed to synthesize it. (10) Given the product [CH3:1][C:2]1[S:6][C:5]([CH2:7][NH:8][C:13]2[C:12]3[N:16]=[CH:17][N:18]([C:11]=3[N:10]=[CH:9][N:14]=2)[C@@H:19]2[O:23][C@H:22]([CH2:24][OH:25])[C@@H:21]([OH:26])[C@H:20]2[OH:27])=[CH:4][CH:3]=1, predict the reactants needed to synthesize it. The reactants are: [CH3:1][C:2]1[S:6][C:5]([CH2:7][NH2:8])=[CH:4][CH:3]=1.[CH:9]1[N:14]=[C:13](Cl)[C:12]2[N:16]=[CH:17][N:18]([C@@H:19]3[O:23][C@H:22]([CH2:24][OH:25])[C@@H:21]([OH:26])[C@H:20]3[OH:27])[C:11]=2[N:10]=1.C(N(CC)CC)C.